Dataset: Full USPTO retrosynthesis dataset with 1.9M reactions from patents (1976-2016). Task: Predict the reactants needed to synthesize the given product. (1) Given the product [Cl:16][C:17]1[CH:22]=[CH:21][CH:20]=[CH:19][C:18]=1[CH:23]([N:28]1[CH2:33][CH2:32][C:31]2[S:34][CH:35]=[CH:36][C:30]=2[CH2:29]1)[C:24]([O:26][CH3:27])=[O:25], predict the reactants needed to synthesize it. The reactants are: C12(CS(O)(=O)=O)C(C)(C)C(CC1)CC2=O.[Cl:16][C:17]1[CH:22]=[CH:21][CH:20]=[CH:19][C:18]=1[C@H:23]([N:28]1[CH2:33][CH2:32][C:31]2[S:34][CH:35]=[CH:36][C:30]=2[CH2:29]1)[C:24]([O:26][CH3:27])=[O:25].Cl.S1C2CCNCC=2C=C1. (2) Given the product [CH3:1][N:2]1[C:6]([C:7]([NH:8][C:9]2[CH:14]=[CH:13][N:12]3[N:15]=[C:16]([C:18]4[CH:19]=[N:20][CH:21]=[CH:22][CH:23]=4)[N:17]=[C:11]3[CH:10]=2)=[O:24])=[C:5]([C:25]([N:28]2[CH2:33][CH2:32][O:31][CH2:30][CH2:29]2)=[O:27])[CH:4]=[N:3]1, predict the reactants needed to synthesize it. The reactants are: [CH3:1][N:2]1[C:6]([C:7](=[O:24])[NH:8][C:9]2[CH:14]=[CH:13][N:12]3[N:15]=[C:16]([C:18]4[CH:19]=[N:20][CH:21]=[CH:22][CH:23]=4)[N:17]=[C:11]3[CH:10]=2)=[C:5]([C:25]([OH:27])=O)[CH:4]=[N:3]1.[NH:28]1[CH2:33][CH2:32][O:31][CH2:30][CH2:29]1.CCCP(=O)=O.C(N(CC)C(C)C)(C)C. (3) Given the product [CH2:20]([C@@:24]1([CH2:47][CH3:48])[NH:30][C@H:29]([C:31]2[CH:36]=[CH:35][CH:34]=[CH:33][CH:32]=2)[C:28]2[CH:37]=[C:38]([O:43][CH3:44])[C:39](/[CH:41]=[CH:1]/[P:10](=[O:17])([O:11][CH2:12][CH3:13])[O:14][CH2:15][CH3:16])=[CH:40][C:27]=2[S:26](=[O:45])(=[O:46])[CH2:25]1)[CH2:21][CH2:22][CH3:23], predict the reactants needed to synthesize it. The reactants are: [CH2:1]([P:10](=[O:17])([O:14][CH2:15][CH3:16])[O:11][CH2:12][CH3:13])P(=O)(OCC)OCC.[H-].[Na+].[CH2:20]([C@@:24]1([CH2:47][CH3:48])[NH:30][C@H:29]([C:31]2[CH:36]=[CH:35][CH:34]=[CH:33][CH:32]=2)[C:28]2[CH:37]=[C:38]([O:43][CH3:44])[C:39]([CH:41]=O)=[CH:40][C:27]=2[S:26](=[O:46])(=[O:45])[CH2:25]1)[CH2:21][CH2:22][CH3:23]. (4) Given the product [F:38][C:32]1[CH:33]=[CH:34][C:35]([CH3:37])=[CH:36][C:31]=1[NH:30][C:28]([NH:27][C:24]1[CH:23]=[CH:22][C:21]([O:20][C:18]2[CH:17]=[CH:16][N:15]=[C:14]([C:12]3[NH:11][CH:10]=[C:9]([C:7]([NH:6][CH2:5][CH:4]=[O:3])=[O:8])[CH:13]=3)[CH:19]=2)=[CH:26][CH:25]=1)=[O:29], predict the reactants needed to synthesize it. The reactants are: C([O:3][CH:4](OCC)[CH2:5][NH:6][C:7]([C:9]1[CH:13]=[C:12]([C:14]2[CH:19]=[C:18]([O:20][C:21]3[CH:26]=[CH:25][C:24]([NH:27][C:28]([NH:30][C:31]4[CH:36]=[C:35]([CH3:37])[CH:34]=[CH:33][C:32]=4[F:38])=[O:29])=[CH:23][CH:22]=3)[CH:17]=[CH:16][N:15]=2)[NH:11][CH:10]=1)=[O:8])C.Cl.O.C([O-])(O)=O.[Na+].